Task: Predict the reaction yield, written as a fraction of the theoretical maximum amount of product (1.0 means a 100% yield; for example, 0.34 means a 34% yield).. Dataset: Reaction yield outcomes from USPTO patents with 853,638 reactions (1) The reactants are Br[C:2]1[C:11]2[CH2:10][CH2:9][CH2:8][CH2:7][C:6]=2[C:5]([S:12]([NH:15][C:16]([CH3:19])([CH3:18])[CH3:17])(=[O:14])=[O:13])=[CH:4][CH:3]=1.P([O-])([O-])([O-])=O.[K+].[K+].[K+].[CH3:28][C:29]1[C:30](B2OC(C)(C)C(C)(C)O2)=[C:31]([C:34]([O:36][CH3:37])=[O:35])[S:32][CH:33]=1.C1(P(C2C=CC=CC=2)C2C=CC=CC=2)C=CC=CC=1. The catalyst is C1COCC1.O.C([O-])(=O)C.[Pd+2].C([O-])(=O)C. The product is [C:16]([NH:15][S:12]([C:5]1[C:6]2[CH2:7][CH2:8][CH2:9][CH2:10][C:11]=2[C:2]([C:30]2[C:29]([CH3:28])=[CH:33][S:32][C:31]=2[C:34]([O:36][CH3:37])=[O:35])=[CH:3][CH:4]=1)(=[O:14])=[O:13])([CH3:19])([CH3:18])[CH3:17]. The yield is 0.0770. (2) The reactants are [C:1]([NH:4][C:5]1[C:13]2[C:8](=[N:9][CH:10]=[CH:11][C:12]=2[N:14]2[CH2:19][CH2:18][N:17]([C:20](=[O:38])[C@H:21]([NH:30]C(=O)OC(C)(C)C)[CH2:22][C:23]3[CH:28]=[CH:27][C:26]([Cl:29])=[CH:25][CH:24]=3)[CH2:16][CH2:15]2)[NH:7][CH:6]=1)(=[O:3])[CH3:2].C(O)(C(F)(F)F)=O.C1(N)C(F)=C(F)C(F)=C(N)C=1F.Cl.Cl. The catalyst is C(Cl)Cl. The product is [NH2:30][C@H:21]([CH2:22][C:23]1[CH:24]=[CH:25][C:26]([Cl:29])=[CH:27][CH:28]=1)[C:20]([N:17]1[CH2:16][CH2:15][N:14]([C:12]2[CH:11]=[CH:10][N:9]=[C:8]3[NH:7][CH:6]=[C:5]([NH:4][C:1](=[O:3])[CH3:2])[C:13]=23)[CH2:19][CH2:18]1)=[O:38]. The yield is 0.900. (3) The reactants are C(N(CC)C(C)C)(C)C.Br[C:11]1[S:12][CH:13]=[C:14]([Br:16])[N:15]=1.[NH:17]1[CH2:22][CH2:21][O:20][CH2:19][CH2:18]1. The catalyst is CCO. The product is [Br:16][C:14]1[N:15]=[C:11]([N:17]2[CH2:22][CH2:21][O:20][CH2:19][CH2:18]2)[S:12][CH:13]=1. The yield is 0.680. (4) The reactants are [CH3:1][C:2]1[C:16](=[O:17])[N:15]=[C:14]2[N:4]([C@@H:5]3[O:9][C@H:8]([CH2:10][OH:11])[C@@H:7]([OH:12])[C@@H:6]3[O:13]2)[CH:3]=1.[CH3:18][O:19][CH2:20][CH2:21][O:22]B([O:22][CH2:21][CH2:20][O:19][CH3:18])[O:22][CH2:21][CH2:20][O:19][CH3:18]. The catalyst is COCCO. The product is [CH3:18][O:19][CH2:20][CH2:21][O:22][C@@H:6]1[C@H:7]([OH:12])[C@@H:8]([CH2:10][OH:11])[O:9][C@H:5]1[N:4]1[CH:3]=[C:2]([CH3:1])[C:16](=[O:17])[NH:15][C:14]1=[O:13]. The yield is 0.630. (5) The yield is 0.870. The product is [N:1]1[CH:6]=[CH:5][CH:4]=[C:3]([O:7][CH2:8][CH:9]2[CH2:14][NH:13][CH2:12][CH2:11][N:10]2[C:25]([O:27][C:28]([CH3:31])([CH3:30])[CH3:29])=[O:26])[CH:2]=1. The reactants are [N:1]1[CH:6]=[CH:5][CH:4]=[C:3]([O:7][CH2:8][CH:9]2[CH2:14][N:13](C(OCC3C=CC=CC=3)=O)[CH2:12][CH2:11][N:10]2[C:25]([O:27][C:28]([CH3:31])([CH3:30])[CH3:29])=[O:26])[CH:2]=1.C([O-])=O.[NH4+]. The catalyst is CCO.CCOC(C)=O.[OH-].[OH-].[Pd+2]. (6) The reactants are C([N:8]1[CH2:12][CH2:11][C:10]([NH:22][C:23](=[O:29])[O:24][C:25]([CH3:28])([CH3:27])[CH3:26])([CH2:13][O:14][Si:15]([C:18]([CH3:21])([CH3:20])[CH3:19])([CH3:17])[CH3:16])[CH2:9]1)C1C=CC=CC=1. The catalyst is CO.[OH-].[OH-].[Pd+2]. The product is [Si:15]([O:14][CH2:13][C:10]1([NH:22][C:23](=[O:29])[O:24][C:25]([CH3:28])([CH3:27])[CH3:26])[CH2:11][CH2:12][NH:8][CH2:9]1)([C:18]([CH3:21])([CH3:20])[CH3:19])([CH3:17])[CH3:16]. The yield is 0.910. (7) The reactants are [NH2:1][C:2]1[CH:7]=[CH:6][C:5]([CH2:8][C:9]([O:11][CH3:12])=[O:10])=[CH:4][C:3]=1[Cl:13].[Cl:14][C:15]1[CH:20]=[CH:19][CH:18]=[CH:17][C:16]=1[N:21]=[C:22]=[O:23].CCN(CC)CC. The catalyst is C1COCC1. The product is [Cl:13][C:3]1[CH:4]=[C:5]([CH2:8][C:9]([O:11][CH3:12])=[O:10])[CH:6]=[CH:7][C:2]=1[NH:1][C:22]([NH:21][C:16]1[CH:17]=[CH:18][CH:19]=[CH:20][C:15]=1[Cl:14])=[O:23]. The yield is 0.760.